From a dataset of Forward reaction prediction with 1.9M reactions from USPTO patents (1976-2016). Predict the product of the given reaction. Given the reactants [CH3:1][C:2]1[NH:3][C:4](=O)[S:5][C:6]=1[C:7]([O:9][CH2:10][CH3:11])=[O:8].O=P(Cl)(Cl)[Cl:15], predict the reaction product. The product is: [Cl:15][C:4]1[S:5][C:6]([C:7]([O:9][CH2:10][CH3:11])=[O:8])=[C:2]([CH3:1])[N:3]=1.